Predict the product of the given reaction. From a dataset of Forward reaction prediction with 1.9M reactions from USPTO patents (1976-2016). (1) Given the reactants C[Si]([C:5]#[N:6])(C)C.[CH3:7][O:8][C:9]1[CH:14]=[CH:13][C:12]([C:15](=[O:17])[CH3:16])=[CH:11][CH:10]=1.C1COCC1.Cl, predict the reaction product. The product is: [NH2:6][CH2:5][C:15]([C:12]1[CH:13]=[CH:14][C:9]([O:8][CH3:7])=[CH:10][CH:11]=1)([OH:17])[CH3:16]. (2) Given the reactants Br[C:2]1[CH:3]=[C:4]2[C:9](=[N:10][C:11]=1[CH:12]([O:15][CH3:16])[O:13][CH3:14])[N:8]([C:17]([NH:19][C:20]1[CH:25]=[C:24]([NH:26][CH2:27][CH2:28][O:29][CH3:30])[C:23]([C:31]#[N:32])=[CH:22][N:21]=1)=[O:18])[CH2:7][CH2:6][CH2:5]2.[CH3:33][C:34]1[S:35][C:36](B2OC(C)(C)C(C)(C)O2)=[CH:37][N:38]=1.C([O-])([O-])=O.[Na+].[Na+], predict the reaction product. The product is: [C:31]([C:23]1[C:24]([NH:26][CH2:27][CH2:28][O:29][CH3:30])=[CH:25][C:20]([NH:19][C:17]([N:8]2[C:9]3[C:4](=[CH:3][C:2]([C:36]4[S:35][C:34]([CH3:33])=[N:38][CH:37]=4)=[C:11]([CH:12]([O:15][CH3:16])[O:13][CH3:14])[N:10]=3)[CH2:5][CH2:6][CH2:7]2)=[O:18])=[N:21][CH:22]=1)#[N:32]. (3) Given the reactants [NH2:1][C:2]1[C:3]([Cl:13])=[C:4]([CH:9]=[C:10]([Cl:12])[CH:11]=1)[C:5]([O:7]C)=[O:6].CCN(C(C)C)C(C)C.[CH3:23][S:24](Cl)(=[O:26])=[O:25], predict the reaction product. The product is: [ClH:12].[Cl:13][C:3]1[C:2]([NH:1][S:24]([CH3:23])(=[O:26])=[O:25])=[CH:11][C:10]([Cl:12])=[CH:9][C:4]=1[C:5]([OH:7])=[O:6]. (4) The product is: [CH2:32]([O:34][C:35](=[O:40])[CH2:36][C:11]([C@@H:8]1[CH2:9][CH2:10][N:5]([C:3]([O:2][CH3:1])=[O:4])[C@@H:6]([C:14]2[CH:19]=[CH:18][CH:17]=[CH:16][CH:15]=2)[CH2:7]1)=[O:13])[CH3:33].[CH2:32]([O:34][C:35](=[O:40])[CH2:36][C:37]([C@H:8]1[CH2:9][CH2:10][N:5]([C:3]([O:2][CH3:1])=[O:4])[C@@H:6]([C:14]2[CH:19]=[CH:18][CH:17]=[CH:16][CH:15]=2)[CH2:7]1)=[O:39])[CH3:33]. Given the reactants [CH3:1][O:2][C:3]([N:5]1[CH2:10][CH2:9][CH:8]([C:11]([OH:13])=O)[CH2:7][CH:6]1[C:14]1[CH:19]=[CH:18][CH:17]=[CH:16][CH:15]=1)=[O:4].N1(C(N2C=CN=C2)=O)C=CN=C1.[CH2:32]([O:34][C:35](=[O:40])[CH2:36][C:37]([O-:39])=O)[CH3:33].[K+].[Cl-].[Mg+2].[Cl-].Cl, predict the reaction product. (5) Given the reactants Cl[C:2]1[N:11]2[N:12]=[CH:13][N:14]=[C:10]2[C:9]2[CH:8]=[C:7]([Cl:15])[CH:6]=[CH:5][C:4]=2[N:3]=1.[NH:16]1[CH2:21][CH2:20][NH:19][CH2:18][CH2:17]1, predict the reaction product. The product is: [Cl:15][C:7]1[CH:6]=[CH:5][C:4]2[N:3]=[C:2]([N:16]3[CH2:21][CH2:20][NH:19][CH2:18][CH2:17]3)[N:11]3[N:12]=[CH:13][N:14]=[C:10]3[C:9]=2[CH:8]=1. (6) Given the reactants C([SiH](CC)CC)C.FC(F)(F)C(O)=O.O[CH:16]([C:27]1[C:28]([C:38]2[CH:43]=[CH:42][CH:41]=[CH:40][CH:39]=2)=[N:29][N:30]2[CH:35]=[C:34]([O:36][CH3:37])[CH:33]=[CH:32][C:31]=12)[C:17]1[N:22]=[C:21]([C:23]([O:25][CH3:26])=[O:24])[CH:20]=[CH:19][CH:18]=1.C(=O)(O)[O-].[Na+], predict the reaction product. The product is: [CH3:37][O:36][C:34]1[CH:33]=[CH:32][C:31]2[N:30]([N:29]=[C:28]([C:38]3[CH:43]=[CH:42][CH:41]=[CH:40][CH:39]=3)[C:27]=2[CH2:16][C:17]2[N:22]=[C:21]([C:23]([O:25][CH3:26])=[O:24])[CH:20]=[CH:19][CH:18]=2)[CH:35]=1. (7) Given the reactants [Cl:1][C:2]1[C:11](OS(C(F)(F)F)(=O)=O)=[C:10]2[C:5]([CH:6]=[CH:7][C:8]([C:20]([O:22][CH3:23])=[O:21])=[CH:9]2)=[CH:4][CH:3]=1.[F:24][C:25]1[CH:26]=[N:27][CH:28]=[CH:29][C:30]=1OB(O)O.[CH:35]1(P(C2CCCCC2)C2C=CC=CC=2C2C(C(C)C)=CC(C(C)C)=CC=2C(C)C)[CH2:40]CCC[CH2:36]1.[O-]P(OP(OP([O-])([O-])=O)([O-])=O)(=O)[O-].[K+].[K+].[K+].[K+].[K+], predict the reaction product. The product is: [Cl:1][C:2]1[C:11]([C:30]2[CH:29]=[CH:28][N:27]=[CH:26][C:25]=2[F:24])=[C:10]2[C:5]([CH:6]=[CH:7][C:8]([C:20]([O:22][CH2:23][CH2:36][CH2:35][CH3:40])=[O:21])=[CH:9]2)=[CH:4][CH:3]=1.